This data is from Forward reaction prediction with 1.9M reactions from USPTO patents (1976-2016). The task is: Predict the product of the given reaction. Given the reactants [OH:1][CH:2]([CH2:36][OH:37])[CH2:3][O:4][C:5]1[C:9]([CH3:10])=[C:8]([NH:11][C:12]([NH:14][CH2:15][C:16]2[CH:21]=[C:20]([CH2:22][O:23][CH3:24])[CH:19]=[CH:18][C:17]=2[O:25][C:26]([F:29])([F:28])[F:27])=[O:13])[N:7]([C:30]2[CH:35]=[CH:34][CH:33]=[CH:32][CH:31]=2)[N:6]=1.CC1(C)O[C@@H](COC2C(C)=C(NC(NCC3C=C(COC)C=CC=3OC(F)(F)F)=O)N(C3C=CC=CC=3)N=2)CO1.C1COCC1.Cl, predict the reaction product. The product is: [OH:1][C@H:2]([CH2:36][OH:37])[CH2:3][O:4][C:5]1[C:9]([CH3:10])=[C:8]([NH:11][C:12]([NH:14][CH2:15][C:16]2[CH:21]=[C:20]([CH2:22][O:23][CH3:24])[CH:19]=[CH:18][C:17]=2[O:25][C:26]([F:28])([F:29])[F:27])=[O:13])[N:7]([C:30]2[CH:31]=[CH:32][CH:33]=[CH:34][CH:35]=2)[N:6]=1.